Dataset: Full USPTO retrosynthesis dataset with 1.9M reactions from patents (1976-2016). Task: Predict the reactants needed to synthesize the given product. (1) Given the product [Br:1][C:2]1[CH:3]=[CH:4][CH:5]=[C:6]([O:8][CH:16]([CH3:18])[CH3:17])[N:7]=1, predict the reactants needed to synthesize it. The reactants are: [Br:1][C:2]1[N:7]=[C:6]([OH:8])[CH:5]=[CH:4][CH:3]=1.C([O-])([O-])=O.[K+].[K+].I[CH:16]([CH3:18])[CH3:17].O. (2) Given the product [Br:1][C:2]1[CH:3]=[C:4]([CH:8]=[CH:9][C:10]=1[O:11][CH3:12])[C:5]([N:29]([CH3:28])[C:30]1[CH:31]=[N:32][CH:33]=[CH:34][CH:35]=1)=[O:7], predict the reactants needed to synthesize it. The reactants are: [Br:1][C:2]1[CH:3]=[C:4]([CH:8]=[CH:9][C:10]=1[O:11][CH3:12])[C:5]([OH:7])=O.C1N(P(Cl)(N2C(=O)OCC2)=O)C(=O)OC1.[CH3:28][NH:29][C:30]1[CH:31]=[N:32][CH:33]=[CH:34][CH:35]=1. (3) Given the product [NH2:1][C:2]1[N:7]=[C:6]([C:8]2[NH:12][C:11]([C:13]3[CH:18]=[C:17]([C:19]([F:21])([F:22])[F:20])[CH:16]=[CH:15][C:14]=3[Cl:23])=[C:10]([C:24]([OH:26])=[O:25])[CH:9]=2)[CH:5]=[CH:4][N:3]=1, predict the reactants needed to synthesize it. The reactants are: [NH2:1][C:2]1[N:7]=[C:6]([C:8]2[NH:12][C:11]([C:13]3[CH:18]=[C:17]([C:19]([F:22])([F:21])[F:20])[CH:16]=[CH:15][C:14]=3[Cl:23])=[C:10]([C:24]([O:26]CC)=[O:25])[CH:9]=2)[CH:5]=[CH:4][N:3]=1.[OH-].[K+].CCO. (4) The reactants are: OO.FC(F)(F)C([NH:7][C:8]1[CH:13]=[CH:12][C:11]([S:14][CH2:15][C:16]2[N:20]([CH2:21][CH2:22][CH3:23])[CH:19]=[N:18][CH:17]=2)=[CH:10][CH:9]=1)=O.O.O.O.O.O.S([O-])([O-])(=[O:33])=S.[Na+].[Na+].[OH-].[Na+].C(=O)([O-])[O-].[K+].[K+]. Given the product [CH2:21]([N:20]1[C:16]([CH2:15][S:14]([C:11]2[CH:12]=[CH:13][C:8]([NH2:7])=[CH:9][CH:10]=2)=[O:33])=[CH:17][N:18]=[CH:19]1)[CH2:22][CH3:23], predict the reactants needed to synthesize it. (5) Given the product [Br:40][C:38]1[CH:37]=[CH:36][C:35]([F:41])=[C:34]([C@:24]23[CH2:26][O:27][C@@H:28]([C:30]4[O:5][N:4]=[C:2]([CH3:3])[CH:1]=4)[CH2:29][C@H:23]2[CH2:22][S:21][C:20]([NH:19][C:11](=[O:18])[C:12]2[CH:13]=[CH:14][CH:15]=[CH:16][CH:17]=2)=[N:25]3)[CH:39]=1, predict the reactants needed to synthesize it. The reactants are: [CH3:1][C:2](=[N:4][OH:5])[CH3:3].C([Li])CCC.[C:11]([NH:19][C:20]1[S:21][CH2:22][C@@H:23]2[CH2:29][C@H:28]([C:30](OC)=O)[O:27][CH2:26][C@:24]2([C:34]2[CH:39]=[C:38]([Br:40])[CH:37]=[CH:36][C:35]=2[F:41])[N:25]=1)(=[O:18])[C:12]1[CH:17]=[CH:16][CH:15]=[CH:14][CH:13]=1.S(=O)(=O)(O)O.[OH-].[Na+].